The task is: Predict the reactants needed to synthesize the given product.. This data is from Full USPTO retrosynthesis dataset with 1.9M reactions from patents (1976-2016). (1) Given the product [NH2:11][C:9]1[C:10]2=[C:2]([C:39]3[CH:38]=[CH:37][C:36]([NH:35][C:33]([NH:32][C:23]4[CH:24]=[C:25]([C:28]([F:29])([F:31])[F:30])[CH:26]=[CH:27][C:22]=4[F:21])=[O:34])=[CH:41][CH:40]=3)[C:3]([CH3:20])=[C:4]([CH2:12][N:13]3[CH2:19][CH2:18][CH2:17][O:16][CH2:15][CH2:14]3)[N:5]2[N:6]=[CH:7][N:8]=1, predict the reactants needed to synthesize it. The reactants are: Br[C:2]1[C:3]([CH3:20])=[C:4]([CH2:12][N:13]2[CH2:19][CH2:18][CH2:17][O:16][CH2:15][CH2:14]2)[N:5]2[C:10]=1[C:9]([NH2:11])=[N:8][CH:7]=[N:6]2.[F:21][C:22]1[CH:27]=[CH:26][C:25]([C:28]([F:31])([F:30])[F:29])=[CH:24][C:23]=1[NH:32][C:33]([NH:35][C:36]1[CH:41]=[CH:40][C:39](B2OC(C)(C)C(C)(C)O2)=[CH:38][CH:37]=1)=[O:34].C([O-])([O-])=O.[K+].[K+].O. (2) Given the product [CH:1]1([NH:7][C:8]2[CH:17]=[C:16]3[C:11]([C:12](=[O:35])[C:13]([NH:23][C:24](=[O:34])[CH2:25][C@@H:26]([OH:27])[C:30]([OH:31])=[O:29])=[CH:14][N:15]3[CH:18]3[CH2:22][CH2:21][CH2:20][CH2:19]3)=[CH:10][C:9]=2[F:36])[CH2:6][CH2:5][CH2:4][CH2:3][CH2:2]1, predict the reactants needed to synthesize it. The reactants are: [CH:1]1([NH:7][C:8]2[CH:17]=[C:16]3[C:11]([C:12](=[O:35])[C:13]([NH:23][C:24](=[O:34])[CH2:25][C@@H:26]4[C:30](=[O:31])[O:29]C(C)(C)[O:27]4)=[CH:14][N:15]3[CH:18]3[CH2:22][CH2:21][CH2:20][CH2:19]3)=[CH:10][C:9]=2[F:36])[CH2:6][CH2:5][CH2:4][CH2:3][CH2:2]1.Cl.[OH-].[Na+]. (3) Given the product [CH3:1][CH:2]1[CH2:7][CH2:6][CH2:5][CH:4]([CH3:8])[N:3]1[CH2:9][CH2:10][NH2:11], predict the reactants needed to synthesize it. The reactants are: [CH3:1][CH:2]1[CH2:7][CH2:6][CH2:5][CH:4]([CH3:8])[N:3]1[CH2:9][C:10]#[N:11]. (4) Given the product [CH3:61][C:58]1[C:57]([CH3:62])=[C:56]([NH:55][C:22]([N:19]2[CH2:20][CH2:21][C:15]3([CH2:16][CH:13]([C:9]4[CH:8]=[C:7]([C:42]5[CH:41]=[CH:40][CH:39]=[C:38]([F:37])[CH:43]=5)[CH:12]=[CH:11][CH:10]=4)[CH2:14]3)[CH2:17][CH2:18]2)=[O:23])[O:60][N:59]=1, predict the reactants needed to synthesize it. The reactants are: FC(F)(F)S(O[C:7]1[CH:8]=[C:9]([CH:13]2[CH2:16][C:15]3([CH2:21][CH2:20][N:19]([C:22](OC(C)(C)C)=[O:23])[CH2:18][CH2:17]3)[CH2:14]2)[CH:10]=[CH:11][CH:12]=1)(=O)=O.C(=O)([O-])[O-].[Na+].[Na+].[F:37][C:38]1[CH:39]=[C:40](B(O)O)[CH:41]=[CH:42][CH:43]=1.C1(OC(=O)[NH:55][C:56]2[O:60][N:59]=[C:58]([CH3:61])[C:57]=2[CH3:62])C=CC=CC=1.C(N(CC)CC)C.